From a dataset of Full USPTO retrosynthesis dataset with 1.9M reactions from patents (1976-2016). Predict the reactants needed to synthesize the given product. The reactants are: [N+:1]([C:4]1[CH:5]=[C:6]2[C:10](=[CH:11][CH:12]=1)[NH:9][CH2:8][CH2:7]2)([O-:3])=[O:2].CCN(CC)CC.[C:20](O[C:20]([C:22]([F:25])([F:24])[F:23])=[O:21])([C:22]([F:25])([F:24])[F:23])=[O:21].O. Given the product [F:23][C:22]([F:25])([F:24])[C:20]([N:9]1[C:10]2[C:6](=[CH:5][C:4]([N+:1]([O-:3])=[O:2])=[CH:12][CH:11]=2)[CH2:7][CH2:8]1)=[O:21], predict the reactants needed to synthesize it.